This data is from Reaction yield outcomes from USPTO patents with 853,638 reactions. The task is: Predict the reaction yield, written as a fraction of the theoretical maximum amount of product (1.0 means a 100% yield; for example, 0.34 means a 34% yield). (1) The reactants are [N+:1]([C:4]1[CH:12]=[C:11]([S:13]([F:18])([F:17])([F:16])([F:15])[F:14])[CH:10]=[C:9]([N+:19]([O-:21])=[O:20])[C:5]=1C(O)=O)([O-:3])=[O:2]. The catalyst is O. The product is [N+:19]([C:9]1[CH:10]=[C:11]([S:13]([F:18])([F:14])([F:15])([F:16])[F:17])[CH:12]=[C:4]([N+:1]([O-:3])=[O:2])[CH:5]=1)([O-:21])=[O:20]. The yield is 0.950. (2) The reactants are [CH3:1][C:2]1[C:6](=[C:7]([CH3:9])[CH3:8])[CH:5]=[C:4]([CH3:10])[CH:3]=1.[CH:11](=O)[C:12]1[CH:17]=[CH:16][CH:15]=[CH:14][CH:13]=1.Cl.[CH2:20]1COCC1. No catalyst specified. The product is [C:7]([C:6]1[CH:5]=[C:4]([CH3:10])[C:3](=[CH:11][C:12]2[CH:17]=[CH:16][CH:15]=[CH:14][CH:13]=2)[C:2]=1[CH3:1])([CH3:20])([CH3:9])[CH3:8]. The yield is 0.600.